Dataset: Full USPTO retrosynthesis dataset with 1.9M reactions from patents (1976-2016). Task: Predict the reactants needed to synthesize the given product. Given the product [CH3:9][O:8][C:1](=[O:7])/[CH:2]=[CH:3]/[C:4]([N:26]1[CH2:25][CH2:24][N:23]([C:16]([O:18][C:19]([CH3:22])([CH3:21])[CH3:20])=[O:17])[CH2:28][CH2:27]1)=[O:6], predict the reactants needed to synthesize it. The reactants are: [C:1]([O:8][CH3:9])(=[O:7])/[CH:2]=[CH:3]/[C:4]([O-:6])=O.C(Cl)(=O)C(Cl)=O.[C:16]([N:23]1[CH2:28][CH2:27][NH:26][CH2:25][CH2:24]1)([O:18][C:19]([CH3:22])([CH3:21])[CH3:20])=[O:17].C(N(CC)CC)C.